From a dataset of Full USPTO retrosynthesis dataset with 1.9M reactions from patents (1976-2016). Predict the reactants needed to synthesize the given product. (1) Given the product [Si:108]([O:107][C@H:94]([C:95]1[CH:104]=[CH:103][C:102]([OH:105])=[C:101]2[C:96]=1[CH:97]=[CH:98][C:99](=[O:106])[NH:100]2)[CH2:93][N:85]([CH2:84][CH2:83][CH2:82][CH2:81][C:76]1([C:73]2[CH:74]=[CH:75][C:70]([NH:69][C:62](=[O:63])[C:61]3[CH:65]=[CH:66][CH:67]=[C:59]([S:56]([C:43]4[CH:44]=[C:45]5[C:40](=[C:41]([CH3:68])[CH:42]=4)[N:39]=[CH:38][C:37]([C:34](=[O:36])[NH2:35])=[C:46]5[NH:47][C:48]4[CH:53]=[CH:52][CH:51]=[C:50]([O:54][CH3:55])[CH:49]=4)(=[O:57])=[O:58])[CH:60]=3)=[CH:71][CH:72]=2)[S:80][CH2:79][CH2:78][S:77]1)[C:86](=[O:92])[O:87][C:88]([CH3:91])([CH3:90])[CH3:89])([C:111]([CH3:114])([CH3:113])[CH3:112])([CH3:110])[CH3:109], predict the reactants needed to synthesize it. The reactants are: CN(C(ON1N=NC2C=CC=NC1=2)=[N+](C)C)C.F[P-](F)(F)(F)(F)F.CCN(C(C)C)C(C)C.[C:34]([C:37]1[CH:38]=[N:39][C:40]2[C:45]([C:46]=1[NH:47][C:48]1[CH:53]=[CH:52][CH:51]=[C:50]([O:54][CH3:55])[CH:49]=1)=[CH:44][C:43]([S:56]([C:59]1[CH:60]=[C:61]([CH:65]=[CH:66][CH:67]=1)[C:62](O)=[O:63])(=[O:58])=[O:57])=[CH:42][C:41]=2[CH3:68])(=[O:36])[NH2:35].[NH2:69][C:70]1[CH:75]=[CH:74][C:73]([C:76]2([CH2:81][CH2:82][CH2:83][CH2:84][N:85]([CH2:93][C@H:94]([O:107][Si:108]([C:111]([CH3:114])([CH3:113])[CH3:112])([CH3:110])[CH3:109])[C:95]3[CH:104]=[CH:103][C:102]([OH:105])=[C:101]4[C:96]=3[CH:97]=[CH:98][C:99](=[O:106])[NH:100]4)[C:86](=[O:92])[O:87][C:88]([CH3:91])([CH3:90])[CH3:89])[S:80][CH2:79][CH2:78][S:77]2)=[CH:72][CH:71]=1. (2) The reactants are: C(OC([N:8]1[CH2:13][CH2:12][N:11]([C:14]2[C:15]3[C:32]([CH:33]4[CH2:35][CH2:34]4)=[CH:31][N:30]=[C:29]([Cl:36])[C:16]=3[N:17]=[C:18]([C:20]3[CH:25]=[CH:24][N:23]=[C:22]4[NH:26][CH:27]=[CH:28][C:21]=34)[N:19]=2)[CH2:10][CH2:9]1)=O)(C)(C)C.Cl. Given the product [Cl:36][C:29]1[C:16]2[N:17]=[C:18]([C:20]3[CH:25]=[CH:24][N:23]=[C:22]4[NH:26][CH:27]=[CH:28][C:21]=34)[N:19]=[C:14]([N:11]3[CH2:12][CH2:13][NH:8][CH2:9][CH2:10]3)[C:15]=2[C:32]([CH:33]2[CH2:35][CH2:34]2)=[CH:31][N:30]=1, predict the reactants needed to synthesize it. (3) Given the product [CH:1]1([C:5]([NH:8][CH2:9][C:10]([O:12][CH2:13][CH3:14])=[O:11])=[O:6])[CH2:4][CH2:3][CH2:2]1, predict the reactants needed to synthesize it. The reactants are: [CH:1]1([C:5](Cl)=[O:6])[CH2:4][CH2:3][CH2:2]1.[NH2:8][CH2:9][C:10]([O:12][CH2:13][CH3:14])=[O:11].C(N(CC)CC)C. (4) Given the product [CH3:1][C:2]1[CH:11]=[CH:10][C:9]2[CH2:8][CH2:7][CH2:6][CH:5]([NH:12][C:13](=[O:15])[CH3:14])[C:4]=2[N:3]=1, predict the reactants needed to synthesize it. The reactants are: [CH3:1][C:2]1[CH:11]=[CH:10][C:9]2[C:4](=[C:5]([NH:12][C:13](=[O:15])[CH3:14])[CH:6]=[CH:7][CH:8]=2)[N:3]=1.[OH-].[Na+]. (5) Given the product [NH:10]([C:11]1[CH:12]=[CH:13][C:14]([C:15]([O:17][C:18]2[CH:19]=[C:20]3[C:25](=[CH:26][CH:27]=2)[N:24]=[C:23]([C:28]([N:30]([CH2:39][C:40]2[CH:41]=[C:42]([CH:50]=[CH:51][CH:52]=2)[C:43]([OH:45])=[O:44])[CH2:31][C:32]([OH:34])=[O:33])=[O:29])[CH:22]=[CH:21]3)=[O:16])=[CH:53][CH:54]=1)[C:9]([NH2:55])=[NH:8], predict the reactants needed to synthesize it. The reactants are: C(OC([NH:8][C:9](=[N:55]C(OC(C)(C)C)=O)[NH:10][C:11]1[CH:54]=[CH:53][C:14]([C:15]([O:17][C:18]2[CH:19]=[C:20]3[C:25](=[CH:26][CH:27]=2)[N:24]=[C:23]([C:28]([N:30]([CH2:39][C:40]2[CH:41]=[C:42]([CH:50]=[CH:51][CH:52]=2)[C:43]([O:45]C(C)(C)C)=[O:44])[CH2:31][C:32]([O:34]C(C)(C)C)=[O:33])=[O:29])[CH:22]=[CH:21]3)=[O:16])=[CH:13][CH:12]=1)=O)(C)(C)C.FC(F)(F)C(O)=O. (6) Given the product [CH2:2]([O:4][C:5](=[O:12])[CH2:6][NH:7][C:8](=[O:11])[CH2:9][NH:10][C:38](=[O:39])[C@H:30]([CH2:31][CH:32]1[CH2:37][CH2:36][CH2:35][CH2:34][CH2:33]1)[NH:29][C:27]([O:26][C:22]([CH3:25])([CH3:23])[CH3:24])=[O:28])[CH3:3], predict the reactants needed to synthesize it. The reactants are: Cl.[CH2:2]([O:4][C:5](=[O:12])[CH2:6][NH:7][C:8](=[O:11])[CH2:9][NH2:10])[CH3:3].C(N(CC)CC)C.O.O.[C:22]([O:26][C:27]([NH:29][C@H:30]([C:38](O)=[O:39])[CH2:31][CH:32]1[CH2:37][CH2:36][CH2:35][CH2:34][CH2:33]1)=[O:28])([CH3:25])([CH3:24])[CH3:23].O.ON1C2C=CC=CC=2N=N1.Cl.CN(CCCCN=C=NCC)C.